From a dataset of Catalyst prediction with 721,799 reactions and 888 catalyst types from USPTO. Predict which catalyst facilitates the given reaction. Reactant: [NH:1]1[C:5]2[CH:6]=[C:7]([NH:10][C:11](=[O:51])[C@@H:12]([NH:33][C:34]([C@H:36]3[CH2:41][CH2:40][C@H:39]([CH2:42][NH:43]C(=O)OC(C)(C)C)[CH2:38][CH2:37]3)=[O:35])[CH2:13][C:14]3[CH:19]=[CH:18][C:17]([C:20]4[CH:25]=[CH:24][C:23]([C:26](=[O:31])[NH:27][CH:28]([CH3:30])[CH3:29])=[CH:22][C:21]=4[CH3:32])=[CH:16][CH:15]=3)[CH:8]=[CH:9][C:4]=2[N:3]=[CH:2]1.[ClH:52]. Product: [ClH:52].[NH2:43][CH2:42][C@H:39]1[CH2:38][CH2:37][C@H:36]([C:34]([NH:33][C@H:12]([C:11]([NH:10][C:7]2[CH:8]=[CH:9][C:4]3[N:3]=[CH:2][NH:1][C:5]=3[CH:6]=2)=[O:51])[CH2:13][C:14]2[CH:19]=[CH:18][C:17]([C:20]3[CH:25]=[CH:24][C:23]([C:26]([NH:27][CH:28]([CH3:29])[CH3:30])=[O:31])=[CH:22][C:21]=3[CH3:32])=[CH:16][CH:15]=2)=[O:35])[CH2:41][CH2:40]1. The catalyst class is: 169.